This data is from hERG Central: cardiac toxicity at 1µM, 10µM, and general inhibition. The task is: Predict hERG channel inhibition at various concentrations. (1) The drug is Cc1cccc(N(C(=O)c2csnn2)C(C(=O)NCc2ccccc2)c2ccc(C)o2)c1. Results: hERG_inhib (hERG inhibition (general)): blocker. (2) The molecule is CC1CCN(c2ccc3nnc(CCC(=O)N4CCN(c5ccccc5F)CC4)n3n2)CC1. Results: hERG_inhib (hERG inhibition (general)): blocker. (3) The drug is O=C(c1ccc(F)c(S(=O)(=O)N2CCOCC2)c1)N1CCN(c2ccc(F)cc2)CC1. Results: hERG_inhib (hERG inhibition (general)): blocker. (4) The drug is Cc1ccc(CN2C(=O)C(C)Nc3ncnc(N4CCN(c5ccccn5)CC4)c32)cc1.O=C(O)C(F)(F)F. Results: hERG_inhib (hERG inhibition (general)): blocker. (5) The molecule is CC(=O)[O-].[K+].c1ccc2c(c1)OCCOCCOc1ccccc1OCCOCCO2. Results: hERG_inhib (hERG inhibition (general)): blocker. (6) The drug is Cn1c(N2CCN(C(c3ccccc3)c3ccccc3)CC2)nc2ccccc21. Results: hERG_inhib (hERG inhibition (general)): blocker. (7) The molecule is Cc1c(NC(=O)COc2cccc(Cl)c2Cl)c(=O)n(-c2ccccc2)n1C. Results: hERG_inhib (hERG inhibition (general)): blocker.